This data is from NCI-60 drug combinations with 297,098 pairs across 59 cell lines. The task is: Regression. Given two drug SMILES strings and cell line genomic features, predict the synergy score measuring deviation from expected non-interaction effect. (1) Drug 1: CCC1=C2CN3C(=CC4=C(C3=O)COC(=O)C4(CC)O)C2=NC5=C1C=C(C=C5)O. Drug 2: CC1CCCC2(C(O2)CC(NC(=O)CC(C(C(=O)C(C1O)C)(C)C)O)C(=CC3=CSC(=N3)C)C)C. Cell line: MOLT-4. Synergy scores: CSS=72.5, Synergy_ZIP=-3.10, Synergy_Bliss=-5.05, Synergy_Loewe=-7.10, Synergy_HSA=-3.90. (2) Drug 1: CCCS(=O)(=O)NC1=C(C(=C(C=C1)F)C(=O)C2=CNC3=C2C=C(C=N3)C4=CC=C(C=C4)Cl)F. Drug 2: C1=CC(=CC=C1C#N)C(C2=CC=C(C=C2)C#N)N3C=NC=N3. Cell line: HT29. Synergy scores: CSS=44.1, Synergy_ZIP=6.77, Synergy_Bliss=10.0, Synergy_Loewe=-8.37, Synergy_HSA=8.62. (3) Drug 1: CC1=C2C(C(=O)C3(C(CC4C(C3C(C(C2(C)C)(CC1OC(=O)C(C(C5=CC=CC=C5)NC(=O)OC(C)(C)C)O)O)OC(=O)C6=CC=CC=C6)(CO4)OC(=O)C)OC)C)OC. Drug 2: C1CNP(=O)(OC1)N(CCCl)CCCl. Cell line: UO-31. Synergy scores: CSS=39.9, Synergy_ZIP=3.05, Synergy_Bliss=3.23, Synergy_Loewe=-64.4, Synergy_HSA=2.23. (4) Drug 1: C1=NC2=C(N1)C(=S)N=C(N2)N. Drug 2: C#CCC(CC1=CN=C2C(=N1)C(=NC(=N2)N)N)C3=CC=C(C=C3)C(=O)NC(CCC(=O)O)C(=O)O. Cell line: SN12C. Synergy scores: CSS=19.5, Synergy_ZIP=-5.53, Synergy_Bliss=-2.21, Synergy_Loewe=-1.29, Synergy_HSA=-1.12. (5) Drug 1: C1=NC2=C(N1)C(=S)N=C(N2)N. Drug 2: C1=CN(C=N1)CC(O)(P(=O)(O)O)P(=O)(O)O. Cell line: PC-3. Synergy scores: CSS=31.2, Synergy_ZIP=4.86, Synergy_Bliss=10.2, Synergy_Loewe=-1.65, Synergy_HSA=11.5. (6) Drug 1: CCC1(CC2CC(C3=C(CCN(C2)C1)C4=CC=CC=C4N3)(C5=C(C=C6C(=C5)C78CCN9C7C(C=CC9)(C(C(C8N6C)(C(=O)OC)O)OC(=O)C)CC)OC)C(=O)OC)O.OS(=O)(=O)O. Drug 2: CCC1=C2CN3C(=CC4=C(C3=O)COC(=O)C4(CC)O)C2=NC5=C1C=C(C=C5)O. Cell line: SK-MEL-28. Synergy scores: CSS=12.3, Synergy_ZIP=2.03, Synergy_Bliss=6.19, Synergy_Loewe=-10.4, Synergy_HSA=0.00339. (7) Drug 1: CC1C(C(=O)NC(C(=O)N2CCCC2C(=O)N(CC(=O)N(C(C(=O)O1)C(C)C)C)C)C(C)C)NC(=O)C3=C4C(=C(C=C3)C)OC5=C(C(=O)C(=C(C5=N4)C(=O)NC6C(OC(=O)C(N(C(=O)CN(C(=O)C7CCCN7C(=O)C(NC6=O)C(C)C)C)C)C(C)C)C)N)C. Drug 2: CCC(=C(C1=CC=CC=C1)C2=CC=C(C=C2)OCCN(C)C)C3=CC=CC=C3.C(C(=O)O)C(CC(=O)O)(C(=O)O)O. Cell line: DU-145. Synergy scores: CSS=47.3, Synergy_ZIP=15.8, Synergy_Bliss=16.7, Synergy_Loewe=-7.09, Synergy_HSA=14.9.